Dataset: Full USPTO retrosynthesis dataset with 1.9M reactions from patents (1976-2016). Task: Predict the reactants needed to synthesize the given product. (1) Given the product [OH:1][CH:2]([C:26]1[CH:27]=[CH:28][C:29]([C:32]([CH3:38])([CH3:37])[C:33]([OH:35])=[O:34])=[CH:30][CH:31]=1)[CH2:3][CH2:4][CH2:5][N:6]1[CH2:7][CH2:8][CH:9]([C:12]([OH:25])([C:13]2[CH:14]=[CH:15][CH:16]=[CH:17][CH:18]=2)[C:19]2[CH:24]=[CH:23][CH:22]=[CH:21][CH:20]=2)[CH2:10][CH2:11]1, predict the reactants needed to synthesize it. The reactants are: [OH:1][CH:2]([C:26]1[CH:31]=[CH:30][C:29]([C:32]([CH3:38])([CH3:37])[C:33]([O:35]C)=[O:34])=[CH:28][CH:27]=1)[CH2:3][CH2:4][CH2:5][N:6]1[CH2:11][CH2:10][CH:9]([C:12]([OH:25])([C:19]2[CH:24]=[CH:23][CH:22]=[CH:21][CH:20]=2)[C:13]2[CH:18]=[CH:17][CH:16]=[CH:15][CH:14]=2)[CH2:8][CH2:7]1.C1COCC1.[Li+].[OH-].C(Cl)Cl. (2) Given the product [NH2:8][C:9]1[CH:10]=[CH:11][C:12]([C@H:15]([N:19]([CH:21]([CH3:22])[CH3:23])[CH3:20])[C:16]([N:30]([CH3:31])[CH3:29])=[O:18])=[CH:13][CH:14]=1, predict the reactants needed to synthesize it. The reactants are: C(OC([NH:8][C:9]1[CH:14]=[CH:13][C:12]([C@H:15]([N:19]([CH:21]([CH3:23])[CH3:22])[CH3:20])[C:16]([OH:18])=O)=[CH:11][CH:10]=1)=O)(C)(C)C.ON1[C:29]2[N:30]=[CH:31]C=CC=2N=N1.Cl.CN(C)CCCN=C=NCC.CNC.C1COCC1.C(=O)([O-])[O-].[K+].[K+]. (3) Given the product [C:1]([O:5][C:6](=[O:23])[NH:7][C:8]1[CH:13]=[CH:12][C:11]([C:14](=[O:21])[C:15]2[CH:20]=[CH:19][CH:18]=[CH:17][CH:16]=2)=[CH:10][C:9]=1[NH:22][C:27](=[O:26])[CH2:28][C:29]([C:31]1[CH:36]=[CH:35][CH:34]=[C:33]([C:37]#[N:38])[CH:32]=1)=[O:30])([CH3:4])([CH3:2])[CH3:3], predict the reactants needed to synthesize it. The reactants are: [C:1]([O:5][C:6](=[O:23])[NH:7][C:8]1[CH:13]=[CH:12][C:11]([C:14](=[O:21])[C:15]2[CH:20]=[CH:19][CH:18]=[CH:17][CH:16]=2)=[CH:10][C:9]=1[NH2:22])([CH3:4])([CH3:3])[CH3:2].C([O:26][C:27](=O)[CH2:28][C:29]([C:31]1[CH:36]=[CH:35][CH:34]=[C:33]([C:37]#[N:38])[CH:32]=1)=[O:30])C. (4) Given the product [C:29]([O:28][C:26]([N:33]1[CH2:34][CH:35]=[C:36]([C:2]2[CH:3]=[N:4][CH:5]=[C:6]([C:7](=[O:8])[NH2:9])[C:10]=2[NH:11][C:12]2[CH:13]=[N:14][C:15]([N:18]3[CH2:23][C@H:22]([CH3:24])[O:21][C@H:20]([CH3:25])[CH2:19]3)=[CH:16][CH:17]=2)[CH2:37][CH2:38]1)=[O:27])([CH3:32])([CH3:30])[CH3:31], predict the reactants needed to synthesize it. The reactants are: Br[C:2]1[CH:3]=[N:4][CH:5]=[C:6]([C:10]=1[NH:11][C:12]1[CH:13]=[N:14][C:15]([N:18]2[CH2:23][C@H:22]([CH3:24])[O:21][C@H:20]([CH3:25])[CH2:19]2)=[CH:16][CH:17]=1)[C:7]([NH2:9])=[O:8].[C:26]([N:33]1[CH2:38][CH:37]=[C:36](B2OC(C)(C)C(C)(C)O2)[CH2:35][CH2:34]1)([O:28][C:29]([CH3:32])([CH3:31])[CH3:30])=[O:27].O1CCOCC1.O.